The task is: Predict the product of the given reaction.. This data is from Forward reaction prediction with 1.9M reactions from USPTO patents (1976-2016). (1) Given the reactants Br[C:2]1[C:3]([C:15](=[O:17])[NH2:16])=[N:4][N:5]([CH2:7][C:8]([O:10][C:11]([CH3:14])([CH3:13])[CH3:12])=[O:9])[CH:6]=1.[CH3:18][O:19][C:20]1[N:25]=[CH:24][C:23](B(O)O)=[CH:22][N:21]=1.C(=O)([O-])[O-].[Cs+].[Cs+], predict the reaction product. The product is: [C:15]([C:3]1[C:2]([C:23]2[CH:22]=[N:21][C:20]([O:19][CH3:18])=[N:25][CH:24]=2)=[CH:6][N:5]([CH2:7][C:8]([O:10][C:11]([CH3:14])([CH3:13])[CH3:12])=[O:9])[N:4]=1)(=[O:17])[NH2:16]. (2) Given the reactants [CH:1]1([CH2:6][CH2:7][OH:8])[CH2:5][CH2:4][CH2:3][CH2:2]1.[H-].[Na+].F[C:12]1[CH:17]=[CH:16][C:15]([S:18]([CH3:21])(=[O:20])=[O:19])=[CH:14][C:13]=1[C:22]1[C:30]2[C:25](=[C:26]([O:31]C)[N:27]=[CH:28][CH:29]=2)[N:24]([CH3:33])[CH:23]=1, predict the reaction product. The product is: [CH:1]1([CH2:6][CH2:7][O:8][C:12]2[CH:17]=[CH:16][C:15]([S:18]([CH3:21])(=[O:20])=[O:19])=[CH:14][C:13]=2[C:22]2[C:30]3[CH:29]=[CH:28][NH:27][C:26](=[O:31])[C:25]=3[N:24]([CH3:33])[CH:23]=2)[CH2:5][CH2:4][CH2:3][CH2:2]1. (3) Given the reactants Cl[CH2:2][CH2:3][CH2:4][CH:5]([C:7]1[CH:16]=[CH:15][C:10]([C:11]([O:13][CH3:14])=[O:12])=[CH:9][CH:8]=1)[OH:6].[C:17]1([C:23]([C:31]2[CH:36]=[CH:35][CH:34]=[CH:33][CH:32]=2)([CH:25]2[CH2:30][CH2:29][NH:28][CH2:27][CH2:26]2)[OH:24])[CH:22]=[CH:21][CH:20]=[CH:19][CH:18]=1.C(=O)(O)[O-].[Na+].[I-].[Na+], predict the reaction product. The product is: [OH:6][CH:5]([C:7]1[CH:16]=[CH:15][C:10]([C:11]([O:13][CH3:14])=[O:12])=[CH:9][CH:8]=1)[CH2:4][CH2:3][CH2:2][N:28]1[CH2:29][CH2:30][CH:25]([C:23]([OH:24])([C:17]2[CH:18]=[CH:19][CH:20]=[CH:21][CH:22]=2)[C:31]2[CH:36]=[CH:35][CH:34]=[CH:33][CH:32]=2)[CH2:26][CH2:27]1. (4) Given the reactants [NH2:1][C:2]1[S:3][C:4]2[C:10](C)=[C:9]([Br:12])[CH:8]=[C:7]([O:13][CH2:14][P:15]([OH:18])([OH:17])=[O:16])[C:5]=2[N:6]=1.NC1SC2C(C)=CC=C(OCP(O)(O)=O)C=2N=1.NC1SC2C([Cl:46])=CC=C(OCP(O)(O)=O)C=2N=1, predict the reaction product. The product is: [NH2:1][C:2]1[S:3][C:4]2[C:10]([Cl:46])=[C:9]([Br:12])[CH:8]=[C:7]([O:13][CH2:14][P:15]([OH:18])([OH:17])=[O:16])[C:5]=2[N:6]=1. (5) Given the reactants C(=O)([O-])[O-].[Cs+].[Cs+].[C:7]([O:11][C:12]([N:14]1[CH2:19][CH2:18][CH:17]([CH2:20][CH2:21][CH2:22][N:23]([C:36]2[CH:41]=[CH:40][C:39]([S:42][CH3:43])=[CH:38][CH:37]=2)S(C2C=CC=CC=2[N+]([O-])=O)(=O)=O)[CH2:16][CH2:15]1)=[O:13])([CH3:10])([CH3:9])[CH3:8].C1(S)C=CC=CC=1, predict the reaction product. The product is: [C:7]([O:11][C:12]([N:14]1[CH2:15][CH2:16][CH:17]([CH2:20][CH2:21][CH2:22][NH:23][C:36]2[CH:37]=[CH:38][C:39]([S:42][CH3:43])=[CH:40][CH:41]=2)[CH2:18][CH2:19]1)=[O:13])([CH3:9])([CH3:10])[CH3:8]. (6) Given the reactants C(N[C:6]1[N:14]=[C:13]2[C:9]([N:10]=[C:11]([O:24][CH3:25])[N:12]2[CH2:15][CH2:16][CH2:17][CH:18]2[CH2:23][CH2:22][O:21][CH2:20][CH2:19]2)=[C:8]([NH2:26])[N:7]=1)CCC.FC(F)(F)C(O)=O.[CH3:34][C@H:35]([O:39]C1NC(N)=C2C(N=1)=NC(OC)=N2)[CH2:36][CH2:37][CH3:38].BrCCCCC1CCOC1, predict the reaction product. The product is: [CH3:34][C@H:35]([O:39][C:6]1[N:14]=[C:13]2[C:9]([N:10]=[C:11]([O:24][CH3:25])[N:12]2[CH2:15][CH2:16][CH2:17][CH2:18][CH:23]2[CH2:19][CH2:20][O:21][CH2:22]2)=[C:8]([NH2:26])[N:7]=1)[CH2:36][CH2:37][CH3:38]. (7) Given the reactants [NH:1]1[C:9]2[C:4](=[CH:5][CH:6]=[CH:7][CH:8]=2)[CH:3]=[CH:2]1.I[C:11]1[CH:16]=[CH:15][CH:14]=[CH:13][C:12]=1[N+:17]([O-:19])=[O:18], predict the reaction product. The product is: [N+:17]([C:12]1[CH:13]=[CH:14][CH:15]=[CH:16][C:11]=1[N:1]1[C:9]2[C:4](=[CH:5][CH:6]=[CH:7][CH:8]=2)[CH:3]=[CH:2]1)([O-:19])=[O:18]. (8) Given the reactants Br[C:2]1[CH:7]=[CH:6][C:5]([NH:8][C:9]2[N:10]=[C:11]([OH:26])[C:12]3[CH2:18][N:17]([C:19]([O:21][C:22]([CH3:25])([CH3:24])[CH3:23])=[O:20])[CH2:16][CH2:15][C:13]=3[N:14]=2)=[CH:4][CH:3]=1.[CH3:27][N:28]1[CH:32]=[C:31](B2OC(C)(C)C(C)(C)O2)[CH:30]=[N:29]1.C(=O)([O-])[O-].[K+].[K+], predict the reaction product. The product is: [OH:26][C:11]1[C:12]2[CH2:18][N:17]([C:19]([O:21][C:22]([CH3:25])([CH3:24])[CH3:23])=[O:20])[CH2:16][CH2:15][C:13]=2[N:14]=[C:9]([NH:8][C:5]2[CH:6]=[CH:7][C:2]([C:31]3[CH:30]=[N:29][N:28]([CH3:27])[CH:32]=3)=[CH:3][CH:4]=2)[N:10]=1. (9) Given the reactants [CH3:1][O:2][C:3]1[CH:4]=[C:5]([CH2:11][CH2:12][NH:13][CH2:14][CH2:15][CH2:16][NH:17][C:18](=[O:28])[C:19]2[CH:24]=[CH:23][C:22]([N+:25]([O-:27])=[O:26])=[CH:21][CH:20]=2)[CH:6]=[CH:7][C:8]=1[O:9][CH3:10].[ClH:29], predict the reaction product. The product is: [OH2:2].[ClH:29].[CH3:1][O:2][C:3]1[CH:4]=[C:5]([CH2:11][CH2:12][NH:13][CH2:14][CH2:15][CH2:16][NH:17][C:18](=[O:28])[C:19]2[CH:20]=[CH:21][C:22]([N+:25]([O-:27])=[O:26])=[CH:23][CH:24]=2)[CH:6]=[CH:7][C:8]=1[O:9][CH3:10].